This data is from Full USPTO retrosynthesis dataset with 1.9M reactions from patents (1976-2016). The task is: Predict the reactants needed to synthesize the given product. The reactants are: [C:1]([C:3]1[CH:4]=[C:5]([CH2:13]O)[C:6]2[C:11]([CH:12]=1)=[CH:10][CH:9]=[CH:8][CH:7]=2)#[N:2].[Na+].[I-:16].C(OCC)(=O)C. Given the product [C:1]([C:3]1[CH:4]=[C:5]([CH2:13][I:16])[C:6]2[C:11]([CH:12]=1)=[CH:10][CH:9]=[CH:8][CH:7]=2)#[N:2], predict the reactants needed to synthesize it.